The task is: Predict which catalyst facilitates the given reaction.. This data is from Catalyst prediction with 721,799 reactions and 888 catalyst types from USPTO. (1) Reactant: Br[C:2]1[CH:19]=[CH:18][C:17]([F:20])=[CH:16][C:3]=1[CH2:4][O:5][Si:6]([CH:13]([CH3:15])[CH3:14])([CH:10]([CH3:12])[CH3:11])[CH:7]([CH3:9])[CH3:8].C([Li])CCC.[B:26](OC)([O:29]C)[O:27]C.[Cl-].[NH4+]. Product: [F:20][C:17]1[CH:18]=[CH:19][C:2]([B:26]([OH:29])[OH:27])=[C:3]([CH2:4][O:5][Si:6]([CH:13]([CH3:15])[CH3:14])([CH:10]([CH3:12])[CH3:11])[CH:7]([CH3:9])[CH3:8])[CH:16]=1. The catalyst class is: 7. (2) Reactant: F[C:2](F)(F)C(O)=O.[N:8]1([C:15]2[CH:20]=[C:19]([C:21]3[CH:26]=[CH:25][CH:24]=[C:23]([C:27]([F:30])([F:29])[F:28])[CH:22]=3)[N:18]=[C:17]([C:31]#[N:32])[N:16]=2)[CH2:14][CH2:13][CH2:12][NH:11][CH2:10][CH2:9]1.C=O.C(O[BH-](OC(=O)C)OC(=O)C)(=O)C.[Na+]. Product: [CH3:2][N:11]1[CH2:12][CH2:13][CH2:14][N:8]([C:15]2[CH:20]=[C:19]([C:21]3[CH:26]=[CH:25][CH:24]=[C:23]([C:27]([F:28])([F:29])[F:30])[CH:22]=3)[N:18]=[C:17]([C:31]#[N:32])[N:16]=2)[CH2:9][CH2:10]1. The catalyst class is: 5. (3) Product: [C:1]([C:5]1[CH:6]=[C:7]([N+:16]([O-:18])=[O:17])[C:8]([O:14][CH3:15])=[C:9]([CH:13]=1)[C:10]([O:12][CH3:24])=[O:11])([CH3:4])([CH3:2])[CH3:3]. The catalyst class is: 5. Reactant: [C:1]([C:5]1[CH:6]=[C:7]([N+:16]([O-:18])=[O:17])[C:8]([O:14][CH3:15])=[C:9]([CH:13]=1)[C:10]([OH:12])=[O:11])([CH3:4])([CH3:3])[CH3:2].S(Cl)(Cl)=O.O.[C:24](OCC)(=O)C. (4) Reactant: Cl.[CH3:2][N:3]([CH2:5][CH:6]([CH:15]1[CH2:20][CH2:19][CH2:18][CH2:17][CH:16]1[OH:21])[C:7]1[CH:12]=[CH:11][C:10]([O:13][CH3:14])=[CH:9][CH:8]=1)[CH3:4].[OH-].[Na+]. Product: [CH3:2][N:3]([CH2:5][CH:6]([CH:15]1[CH2:20][CH2:19][CH2:18][CH2:17][CH:16]1[OH:21])[C:7]1[CH:12]=[CH:11][C:10]([O:13][CH3:14])=[CH:9][CH:8]=1)[CH3:4]. The catalyst class is: 2. (5) Reactant: [CH3:1][N:2]([CH3:17])[C:3]([N:5]1[C:9]2=[N:10][CH:11]=[C:12]([Br:14])[CH:13]=[C:8]2[C:7]([CH:15]=[O:16])=[CH:6]1)=[O:4].S([CH2:28][N+:29]#[C-:30])(C1C=CC(C)=CC=1)(=O)=O.C1CCN2C(=NCCC2)CC1. Product: [CH3:1][N:2]([CH3:17])[C:3]([N:5]1[C:9]2=[N:10][CH:11]=[C:12]([Br:14])[CH:13]=[C:8]2[C:7]([C:15]2[O:16][CH:30]=[N:29][CH:28]=2)=[CH:6]1)=[O:4]. The catalyst class is: 57. (6) Reactant: [Br:1][C:2]1[CH:7]=[C:6]([CH2:8][C:9]([OH:11])=[O:10])[CH:5]=[CH:4][N:3]=1.S(=O)(=O)(O)O.C([O-])(O)=O.[Na+].[C:22](OCC)(=O)[CH3:23]. Product: [CH2:22]([O:10][C:9](=[O:11])[CH2:8][C:6]1[CH:5]=[CH:4][N:3]=[C:2]([Br:1])[CH:7]=1)[CH3:23]. The catalyst class is: 8. (7) Reactant: [C:1]([C:3]([C:9]1[CH:10]=[C:11]([CH:16]=[CH:17][CH:18]=1)[C:12]([O:14]C)=[O:13])([CH3:8])[CH2:4][CH:5]1[CH2:7][CH2:6]1)#[N:2].O.[OH-].[Li+]. Product: [C:1]([C:3]([C:9]1[CH:10]=[C:11]([CH:16]=[CH:17][CH:18]=1)[C:12]([OH:14])=[O:13])([CH3:8])[CH2:4][CH:5]1[CH2:7][CH2:6]1)#[N:2]. The catalyst class is: 193.